The task is: Predict the reactants needed to synthesize the given product.. This data is from Full USPTO retrosynthesis dataset with 1.9M reactions from patents (1976-2016). Given the product [OH:13][C:4]1[CH:5]=[C:6]([CH:11]=[CH:12][C:3]=1[I:18])[C:7]([O:9][CH3:10])=[O:8], predict the reactants needed to synthesize it. The reactants are: Cl.N[C:3]1[CH:12]=[CH:11][C:6]([C:7]([O:9][CH3:10])=[O:8])=[CH:5][C:4]=1[OH:13].N([O-])=O.[Na+].[I-:18].[K+].